This data is from Peptide-MHC class II binding affinity with 134,281 pairs from IEDB. The task is: Regression. Given a peptide amino acid sequence and an MHC pseudo amino acid sequence, predict their binding affinity value. This is MHC class II binding data. (1) The peptide sequence is DLQRSAMVYSSDD. The MHC is HLA-DPA10301-DPB10402 with pseudo-sequence HLA-DPA10301-DPB10402. The binding affinity (normalized) is 0. (2) The peptide sequence is AFAATHNPWASQEG. The MHC is DRB1_0701 with pseudo-sequence DRB1_0701. The binding affinity (normalized) is 0.340. (3) The peptide sequence is GVDNFCVKVLAPYMP. The MHC is HLA-DQA10501-DQB10303 with pseudo-sequence HLA-DQA10501-DQB10303. The binding affinity (normalized) is 0.405. (4) The peptide sequence is LMDVVYSIALHPIDE. The MHC is DRB5_0101 with pseudo-sequence DRB5_0101. The binding affinity (normalized) is 0.481. (5) The peptide sequence is RTFVATFGAASNKAF. The MHC is HLA-DQA10501-DQB10201 with pseudo-sequence HLA-DQA10501-DQB10201. The binding affinity (normalized) is 0.246.